This data is from Retrosynthesis with 50K atom-mapped reactions and 10 reaction types from USPTO. The task is: Predict the reactants needed to synthesize the given product. (1) Given the product N#C[C@H](O)[C@@H]1Cc2ccccc2N1C(=O)OCc1ccccc1, predict the reactants needed to synthesize it. The reactants are: C[Si](C)(C)OC(C#N)[C@@H]1Cc2ccccc2N1C(=O)OCc1ccccc1. (2) Given the product CCOCCn1c(N2CCCN(CCC3(c4ccccc4)CCN(C(=O)c4cc(CSC)ccc4OC)C3)CC2)nc2ccccc21, predict the reactants needed to synthesize it. The reactants are: CCOCCn1c(N2CCCN(CCC3(c4ccccc4)CCNC3)CC2)nc2ccccc21.COc1ccc(CSC)cc1C(=O)O. (3) Given the product COc1ccc(-c2cccc3c2CCC3=O)c([N+](=O)[O-])c1, predict the reactants needed to synthesize it. The reactants are: CC1(C)OB(c2cccc3c2CCC3=O)OC1(C)C.COc1ccc(Cl)c([N+](=O)[O-])c1. (4) The reactants are: CC(C)(C)SC1CC(=O)c2ccccc21. Given the product CC(C)(C)S[C@H]1C[C@@H](O)c2ccccc21, predict the reactants needed to synthesize it.